Predict which catalyst facilitates the given reaction. From a dataset of Catalyst prediction with 721,799 reactions and 888 catalyst types from USPTO. (1) Reactant: Br[C:2]1[CH:3]=[C:4]([CH:19]=[CH:20][CH:21]=1)[CH2:5][N:6]1[CH2:11][CH2:10][N:9]([C:12]([O:14][C:15]([CH3:18])([CH3:17])[CH3:16])=[O:13])[CH2:8][CH2:7]1.[B:22]1([B:22]2[O:26][C:25]([CH3:28])([CH3:27])[C:24]([CH3:30])([CH3:29])[O:23]2)[O:26][C:25]([CH3:28])([CH3:27])[C:24]([CH3:30])([CH3:29])[O:23]1.C([O-])(=O)C.[K+]. Product: [CH3:29][C:24]1([CH3:30])[C:25]([CH3:28])([CH3:27])[O:26][B:22]([C:2]2[CH:3]=[C:4]([CH:19]=[CH:20][CH:21]=2)[CH2:5][N:6]2[CH2:11][CH2:10][N:9]([C:12]([O:14][C:15]([CH3:18])([CH3:17])[CH3:16])=[O:13])[CH2:8][CH2:7]2)[O:23]1. The catalyst class is: 151. (2) Reactant: [C:1]([N:9]1[C:14](=[O:15])[C:13](I)=[CH:12][N:11]([CH2:17][CH2:18][CH2:19][CH2:20][Cl:21])[C:10]1=[O:22])(=[O:8])[C:2]1[CH:7]=[CH:6][CH:5]=[CH:4][CH:3]=1.[F:23][C:24]1[C:29](B(O)O)=[CH:28][CH:27]=[CH:26][N:25]=1.C([O-])([O-])=O.[Na+].[Na+].C1(P(C2CCCCC2)C2C=CC=CC=2C2C=CC=CC=2)CCCCC1. Product: [C:1]([N:9]1[C:14](=[O:15])[C:13]([C:29]2[C:24]([F:23])=[N:25][CH:26]=[CH:27][CH:28]=2)=[CH:12][N:11]([CH2:17][CH2:18][CH2:19][CH2:20][Cl:21])[C:10]1=[O:22])(=[O:8])[C:2]1[CH:7]=[CH:6][CH:5]=[CH:4][CH:3]=1. The catalyst class is: 108.